Dataset: Reaction yield outcomes from USPTO patents with 853,638 reactions. Task: Predict the reaction yield, written as a fraction of the theoretical maximum amount of product (1.0 means a 100% yield; for example, 0.34 means a 34% yield). The reactants are [S-:1][C:2]#[N:3].[K+].[F:5][C:6]1[CH:14]=[CH:13][C:12]([C:15]([F:18])([F:17])[F:16])=[CH:11][C:7]=1[C:8]([Cl:10])=[O:9].[CH2:19]([NH:23][C:24]1[C:25](Cl)=[N:26][CH:27]=[CH:28][CH:29]=1)[CH2:20][CH2:21][CH3:22]. The catalyst is O1CCCC1. The product is [ClH:10].[CH2:19]([N:23]1[C:24]2[C:25](=[N:26][CH:27]=[CH:28][CH:29]=2)[S:1]/[C:2]/1=[N:3]\[C:8](=[O:9])[C:7]1[CH:11]=[C:12]([C:15]([F:18])([F:17])[F:16])[CH:13]=[CH:14][C:6]=1[F:5])[CH2:20][CH2:21][CH3:22]. The yield is 0.480.